Task: Regression. Given a peptide amino acid sequence and an MHC pseudo amino acid sequence, predict their binding affinity value. This is MHC class II binding data.. Dataset: Peptide-MHC class II binding affinity with 134,281 pairs from IEDB The MHC is DRB1_0404 with pseudo-sequence DRB1_0404. The peptide sequence is YAFVGVMYNLWKMKTK. The binding affinity (normalized) is 0.744.